This data is from Experimentally validated miRNA-target interactions with 360,000+ pairs, plus equal number of negative samples. The task is: Binary Classification. Given a miRNA mature sequence and a target amino acid sequence, predict their likelihood of interaction. (1) The miRNA is hsa-miR-93-5p with sequence CAAAGUGCUGUUCGUGCAGGUAG. The protein sequence of the target gene is MARGQQKIQSQQKNAKKQAGQKKKQGHDQKAAAKAALIYTCTVCRTQMPDPKTFKQHFESKHPKTPLPPELADVQA. Result: 1 (interaction). (2) The miRNA is rno-miR-378a-3p with sequence ACUGGACUUGGAGUCAGAAGG. The protein sequence of the target gene is MAWSPPATLFLFLLLLGQPPPSRPQSLGTTKLRLVGPESKPEEGRLEVLHQGQWGTVCDDNFAIQEATVACRQLGFEAALTWAHSAKYGQGEGPIWLDNVRCVGTESSLDQCGSNGWGVSDCSHSEDVGVICHPRRHRGYLSETVSNALGPQGRRLEEVRLKPILASAKQHSPVTEGAVEVKYEGHWRQVCDQGWTMNNSRVVCGMLGFPSEVPVDSHYYRKVWDLKMRDPKSRLKSLTNKNSFWIHQVTCLGTEPHMANCQVQVAPARGKLRPACPGGMHAVVSCVAGPHFRPPKTKPQ.... Result: 0 (no interaction). (3) The miRNA is mmu-miR-194-5p with sequence UGUAACAGCAACUCCAUGUGGA. The protein sequence of the target gene is MASQEFEVEAIVDKRQDKNGNTQYLVRWKGYDKQDDTWEPEQHLMNCEKCVHDFNRRQTEKQKKLTWTTTSRIFSNNARRRTSRSTKANYSKNSPKTPVTDKHHRSKNCKLFAASKNVRRKAASTLSDTKNMEIINSTIETLAPDSPFDHKKTVSGFQKLEKLDPIAADQQDTVVFKVTEGKLLRDPLSHPGAEQTGIQNKTQMHPLMSQMSGSVTASMATGSATRKGIVVLIDPLAANGTTDMHTSVPRVKGGQRNITDDSRGQPFIKKMHFTIRLTESAITYRDIVVKKEDGFTQIVL.... Result: 0 (no interaction). (4) The miRNA is dme-miR-2c-3p with sequence UAUCACAGCCAGCUUUGAUGGGC. The protein sequence of the target gene is MKRASSGGSRLLAWVLWLQAWRVATPCPGACVCYNEPKVTTSCPQQGLQAVPTGIPASSQRIFLHGNRISHVPAASFQSCRNLTILWLHSNALARIDAAAFTGLTLLEQLDLSDNAQLHVVDPTTFHGLGHLHTLHLDRCGLRELGPGLFRGLAALQYLYLQDNNLQALPDNTFRDLGNLTHLFLHGNRIPSVPEHAFRGLHSLDRLLLHQNHVARVHPHAFRDLGRLMTLYLFANNLSMLPAEVLMPLRSLQYLRLNDNPWVCDCRARPLWAWLQKFRGSSSEVPCNLPQRLADRDLKR.... Result: 0 (no interaction). (5) The miRNA is hsa-miR-183-5p with sequence UAUGGCACUGGUAGAAUUCACU. The protein sequence of the target gene is MAQGRERDEGPHSAGGASLSVRWVQGFPKQNVHFVNDNTICYPCGNYVIFINIETKKKTVLQCSNGIVGVMATNIPCEVVAFSDRKLKPLIYVYSFPGLTRRTKLKGNILLDYTLLSFSYCGTYLASYSSLPEFELALWNWESSIILCKKSQPGMDVNQMSFNPMNWRQLCLSSPSTVSVWTIERSNQEHCFRARSVKLPLEDGSFFNETDVVFPQSLPKDLIYGPVLPLSAIAGLVGKEAETFRPKDDLYPLLHPTMHCWTPTSDLYIGCEEGHLLMINGDTLQVTVLNKIEEESPLDR.... Result: 0 (no interaction). (6) The miRNA is hsa-miR-4652-5p with sequence AGGGGACUGGUUAAUAGAACUA. The protein sequence of the target gene is MGGKQSTAARSRGPFPGVSTDDSAVPPPGGAPHFGHYRTGGGAMGLRSRSVSSVAGMGMDPSTAGGVPFGLYTPASRGTGDSERAPGGGGSASDSTYAHGNGYQETGGGHHRDGMLYLGSRASLADALPLHIAPRWFSSHSGFKCPICSKSVASDEMEMHFIMCLSKPRLSYNDDVLTKDAGECVICLEELLQGDTIARLPCLCIYHKSCIDSWFEVNRSCPEHPAD. Result: 0 (no interaction). (7) The protein sequence of the target gene is MATSAEAPAKEAQKRDSQPQKQKRETQDEAELLTVPDGWKEPAFSKEDNPRGLLEESSFATLFPKYREAYLKECWPLVQKALNEHHVKATLDLIEGSMTVCTTKKTFDPYIIIRARDLIKLLARSVSFEQAVRILQDDVACDIIKIGSLVRNKERFVKRRQRLIGPKGSTLKALELLTNCYVMVQGNTVSAIGPFSGLKEVRKVVLDTMKNIHPIYNIKTLMIKRELAKDSELRSQSWERFLPQFKHKNVNKRKEPKKKSVKKEYTPFPPPQPESQIDKELASGEYFLKASQKKRQKMEA.... Result: 0 (no interaction). The miRNA is mmu-miR-496a-3p with sequence UGAGUAUUACAUGGCCAAUCUC.